Dataset: Catalyst prediction with 721,799 reactions and 888 catalyst types from USPTO. Task: Predict which catalyst facilitates the given reaction. (1) Reactant: [OH-].[Li+].[Cl:3][C:4]1[N:5]=[C:6]([C:11]([NH:13][C@H:14]2[CH2:19][CH2:18][N:17]([C:20]3[S:21][C:22]([C:26]([O:28]CC)=[O:27])=[C:23]([CH3:25])[N:24]=3)[CH2:16][C@H:15]2[F:31])=[O:12])[NH:7][C:8]=1[CH2:9][CH3:10].Cl.O. Product: [Cl:3][C:4]1[N:5]=[C:6]([C:11]([NH:13][C@H:14]2[CH2:19][CH2:18][N:17]([C:20]3[S:21][C:22]([C:26]([OH:28])=[O:27])=[C:23]([CH3:25])[N:24]=3)[CH2:16][C@H:15]2[F:31])=[O:12])[NH:7][C:8]=1[CH2:9][CH3:10]. The catalyst class is: 111. (2) Reactant: [Na].[CH2:2]([O:4][CH:5]([O:8][CH2:9][CH3:10])[C:6]#[N:7])[CH3:3].[CH3:11][O-:12].[Na+]. Product: [CH2:2]([O:4][CH:5]([O:8][CH2:9][CH3:10])[C:6](=[NH:7])[O:12][CH3:11])[CH3:3]. The catalyst class is: 5.